From a dataset of Forward reaction prediction with 1.9M reactions from USPTO patents (1976-2016). Predict the product of the given reaction. (1) The product is: [CH2:1]([O:8][C:9]1[C:13]([C:14](=[O:23])[C:15]2[CH:16]=[CH:17][C:18]([O:21][CH3:22])=[CH:19][CH:20]=2)=[C:12]([Br:24])[N:11]([CH:25]([CH3:27])[CH3:26])[N:10]=1)[C:2]1[CH:7]=[CH:6][CH:5]=[CH:4][CH:3]=1. Given the reactants [CH2:1]([O:8][C:9]1[C:13]([CH:14]([OH:23])[C:15]2[CH:20]=[CH:19][C:18]([O:21][CH3:22])=[CH:17][CH:16]=2)=[C:12]([Br:24])[N:11]([CH:25]([CH3:27])[CH3:26])[N:10]=1)[C:2]1[CH:7]=[CH:6][CH:5]=[CH:4][CH:3]=1, predict the reaction product. (2) Given the reactants FC(F)(F)S(O[C:7]1[CH:12]=[C:11]([F:13])[C:10]([C:14]([CH3:20])([CH3:19])[C:15]([F:18])([F:17])[F:16])=[C:9]([F:21])[CH:8]=1)(=O)=O.[CH:24]([Sn](CCCC)(CCCC)CCCC)=[CH2:25].[Cl-].[Li+], predict the reaction product. The product is: [CH:24]([C:7]1[CH:8]=[C:9]([F:21])[C:10]([C:14]([CH3:19])([CH3:20])[C:15]([F:16])([F:17])[F:18])=[C:11]([F:13])[CH:12]=1)=[CH2:25]. (3) Given the reactants Cl[C:2]1[CH:7]=[C:6]([Cl:8])[N:5]=[CH:4][N:3]=1.[OH:9][C:10]1[CH:36]=[CH:35][CH:34]=[CH:33][C:11]=1[CH2:12][NH:13][C:14]([NH:16][C:17]1[N:21]([C:22]2[CH:27]=[CH:26][C:25]([CH3:28])=[CH:24][CH:23]=2)[N:20]=[C:19]([C:29]([CH3:32])([CH3:31])[CH3:30])[CH:18]=1)=[O:15].[OH-].[Na+].[Cl-].[NH4+], predict the reaction product. The product is: [Cl:8][C:6]1[N:5]=[CH:4][N:3]=[C:2]([O:9][C:10]2[CH:36]=[CH:35][CH:34]=[CH:33][C:11]=2[CH2:12][NH:13][C:14]([NH:16][C:17]2[N:21]([C:22]3[CH:27]=[CH:26][C:25]([CH3:28])=[CH:24][CH:23]=3)[N:20]=[C:19]([C:29]([CH3:31])([CH3:32])[CH3:30])[CH:18]=2)=[O:15])[CH:7]=1.